From a dataset of Forward reaction prediction with 1.9M reactions from USPTO patents (1976-2016). Predict the product of the given reaction. (1) Given the reactants [NH2:1][N:2]1[N:11]=[C:10]([N:12]2[CH2:17][CH2:16][O:15][CH2:14][CH2:13]2)[C:9]2[C:4](=[CH:5][CH:6]=[CH:7][CH:8]=2)[C:3]1=[O:18].[F:19][C:20]([F:26])([F:25])[CH2:21][C:22](O)=[O:23], predict the reaction product. The product is: [F:19][C:20]([F:26])([F:25])[CH2:21][C:22]([NH:1][N:2]1[N:11]=[C:10]([N:12]2[CH2:17][CH2:16][O:15][CH2:14][CH2:13]2)[C:9]2[C:4](=[CH:5][CH:6]=[CH:7][CH:8]=2)[C:3]1=[O:18])=[O:23]. (2) Given the reactants [N:1]1([C:6]2[CH:13]=[CH:12][C:9]([C:10]#[N:11])=[CH:8][CH:7]=2)[CH:5]=[CH:4][N:3]=[N:2]1.[Li]C(C)(C)C.[Sn:19](Cl)([CH2:28][CH2:29][CH2:30][CH3:31])([CH2:24][CH2:25][CH2:26][CH3:27])[CH2:20][CH2:21][CH2:22][CH3:23], predict the reaction product. The product is: [CH2:28]([Sn:19]([CH2:20][CH2:21][CH2:22][CH3:23])([CH2:24][CH2:25][CH2:26][CH3:27])[C:5]1[N:1]([C:6]2[CH:7]=[CH:8][C:9]([C:10]#[N:11])=[CH:12][CH:13]=2)[N:2]=[N:3][CH:4]=1)[CH2:29][CH2:30][CH3:31]. (3) Given the reactants C[O:2][C:3]([C:5]1[CH:10]=[CH:9][C:8]([O:11][CH2:12][CH:13]2[CH2:15][CH2:14]2)=[CH:7][N:6]=1)=[O:4].[OH-].[Li+], predict the reaction product. The product is: [CH:13]1([CH2:12][O:11][C:8]2[CH:9]=[CH:10][C:5]([C:3]([OH:4])=[O:2])=[N:6][CH:7]=2)[CH2:14][CH2:15]1.